Dataset: Forward reaction prediction with 1.9M reactions from USPTO patents (1976-2016). Task: Predict the product of the given reaction. Given the reactants [F:1][CH:2]([C:5]1[CH:6]=[C:7]([CH:30]=[CH:31][CH:32]=1)[CH2:8][N:9]1[CH2:29][CH2:28][C:12]2([O:17][CH2:16][CH2:15][N:14]([C:18]([C:20]3[N:21]=[C:22]([CH:25]([CH3:27])[CH3:26])[S:23][CH:24]=3)=[O:19])[CH2:13]2)[CH2:11][CH2:10]1)[CH2:3][OH:4].FC(F)(F)C(O)=O.CC(OI1(OC(C)=O)(OC(C)=O)OC(=O)C2C=CC=CC1=2)=O, predict the reaction product. The product is: [F:1][CH:2]([C:5]1[CH:32]=[CH:31][CH:30]=[C:7]([CH2:8][N:9]2[CH2:29][CH2:28][C:12]3([O:17][CH2:16][CH2:15][N:14]([C:18]([C:20]4[N:21]=[C:22]([CH:25]([CH3:26])[CH3:27])[S:23][CH:24]=4)=[O:19])[CH2:13]3)[CH2:11][CH2:10]2)[CH:6]=1)[CH:3]=[O:4].